Task: Predict the product of the given reaction.. Dataset: Forward reaction prediction with 1.9M reactions from USPTO patents (1976-2016) (1) Given the reactants [CH3:1][O:2][C:3]([C:5]1[S:6][C:7]([C:26]2[CH2:31][CH2:30][CH2:29][CH2:28][CH:27]=2)=[CH:8][C:9]=1[N:10]([C:17]([C@H:19]1[CH2:24][CH2:23][C@H:22]([CH3:25])[CH2:21][CH2:20]1)=[O:18])[CH:11]1[CH2:16][CH2:15][NH:14][CH2:13][CH2:12]1)=[O:4].C(N(CC)CC)C.[C:39](Cl)(=[O:43])[CH:40]([CH3:42])[CH3:41], predict the reaction product. The product is: [CH3:1][O:2][C:3]([C:5]1[S:6][C:7]([C:26]2[CH2:31][CH2:30][CH2:29][CH2:28][CH:27]=2)=[CH:8][C:9]=1[N:10]([CH:11]1[CH2:16][CH2:15][N:14]([C:39](=[O:43])[CH:40]([CH3:42])[CH3:41])[CH2:13][CH2:12]1)[C:17]([C@H:19]1[CH2:24][CH2:23][C@H:22]([CH3:25])[CH2:21][CH2:20]1)=[O:18])=[O:4]. (2) Given the reactants C([NH:5][S:6]([C:9]1[CH:14]=[CH:13][CH:12]=[C:11]([C:15]2[CH:20]=[C:19]([C:21]3[N:26]=[C:25]([CH:27]([F:29])[F:28])[CH:24]=[C:23]([C:30]4[CH:31]=[N:32][C:33]([C:36]([F:39])([F:38])[F:37])=[CH:34][CH:35]=4)[N:22]=3)[CH:18]=[CH:17][N:16]=2)[CH:10]=1)(=[O:8])=[O:7])(C)(C)C.C(O)(C(F)(F)F)=O, predict the reaction product. The product is: [F:29][CH:27]([F:28])[C:25]1[CH:24]=[C:23]([C:30]2[CH:31]=[N:32][C:33]([C:36]([F:37])([F:39])[F:38])=[CH:34][CH:35]=2)[N:22]=[C:21]([C:19]2[CH:18]=[CH:17][N:16]=[C:15]([C:11]3[CH:10]=[C:9]([S:6]([NH2:5])(=[O:7])=[O:8])[CH:14]=[CH:13][CH:12]=3)[CH:20]=2)[N:26]=1. (3) Given the reactants [NH2:1][C:2]1[S:3][C:4]2[CH:10]=[C:9]([O:11][C:12]3[CH:13]=[C:14]([CH:28]=[CH:29][CH:30]=3)[C:15]([NH:17][C:18]3[CH:23]=[CH:22][CH:21]=[C:20]([C:24]([F:27])([F:26])[F:25])[CH:19]=3)=[O:16])[CH:8]=[CH:7][C:5]=2[N:6]=1.[CH:31]1([C:34](Cl)=[O:35])[CH2:33][CH2:32]1.O, predict the reaction product. The product is: [CH:31]1([C:34]([NH:1][C:2]2[S:3][C:4]3[CH:10]=[C:9]([O:11][C:12]4[CH:13]=[C:14]([CH:28]=[CH:29][CH:30]=4)[C:15]([NH:17][C:18]4[CH:23]=[CH:22][CH:21]=[C:20]([C:24]([F:27])([F:25])[F:26])[CH:19]=4)=[O:16])[CH:8]=[CH:7][C:5]=3[N:6]=2)=[O:35])[CH2:33][CH2:32]1. (4) Given the reactants [OH:1][C:2]1[C:7]([CH3:8])=[CH:6][CH:5]=[CH:4][C:3]=1[NH:9][C:10]([C:12]1[CH:16]=[C:15]([CH3:17])[S:14][C:13]=1Br)=[O:11].C(=O)([O-])[O-].[K+].[K+], predict the reaction product. The product is: [CH3:17][C:15]1[S:14][C:13]2[O:1][C:2]3[C:7]([CH3:8])=[CH:6][CH:5]=[CH:4][C:3]=3[NH:9][C:10](=[O:11])[C:12]=2[CH:16]=1. (5) Given the reactants Br[CH2:2][C:3]1[CH:10]=[C:9]([C:11]2([O:29][C@H:28]([CH2:30][O:31]C(=O)C)[C@@H:23]([O:24]C(=O)C)[C@H:18]([O:19]C(=O)C)[C@H:13]2[O:14]C(=O)C)[OH:12])[CH:8]=[CH:7][C:4]=1[C:5]#[N:6].[F:35][C:36]([F:48])([F:47])[O:37][C:38]1[CH:43]=[CH:42][C:41](B(O)O)=[CH:40][CH:39]=1.C(=O)([O-])[O-].[K+].[K+].CC(C)=O, predict the reaction product. The product is: [OH:12][C@:11]1([C:9]2[CH:8]=[CH:7][C:4]([C:5]#[N:6])=[C:3]([CH2:2][C:41]3[CH:40]=[CH:39][C:38]([O:37][C:36]([F:35])([F:47])[F:48])=[CH:43][CH:42]=3)[CH:10]=2)[O:29][C@H:28]([CH2:30][OH:31])[C@@H:23]([OH:24])[C@H:18]([OH:19])[C@H:13]1[OH:14]. (6) Given the reactants [C:1]([O:5][CH2:6][CH3:7])(=[O:4])[CH:2]=[CH2:3].Br[C:9]1[CH:21]=[CH:20][C:19]([O:22][CH:23]([F:25])[F:24])=[CH:18][C:10]=1[CH2:11][N:12]1[N:16]=[N:15][C:14]([CH3:17])=[N:13]1.C1(C)C=CC=CC=1P(C1C=CC=CC=1C)C1C=CC=CC=1C.C(N(CC)CC)C, predict the reaction product. The product is: [F:25][CH:23]([F:24])[O:22][C:19]1[CH:20]=[CH:21][C:9](/[CH:3]=[CH:2]/[C:1]([O:5][CH2:6][CH3:7])=[O:4])=[C:10]([CH2:11][N:12]2[N:16]=[N:15][C:14]([CH3:17])=[N:13]2)[CH:18]=1. (7) Given the reactants [CH3:1][C:2]1[CH:3]=[C:4]2[C:9](=[CH:10][CH:11]=1)[O:8][C@@H:7]([C:12]1[CH:13]=[C:14]([CH:19]=[CH:20][CH:21]=1)[C:15]([O:17][CH3:18])=[O:16])[CH2:6][C:5]2=O.Cl.[NH2:24][OH:25].C([O-])(=O)C.[Na+], predict the reaction product. The product is: [OH:25][N:24]=[C:5]1[C:4]2[C:9](=[CH:10][CH:11]=[C:2]([CH3:1])[CH:3]=2)[O:8][C@@H:7]([C:12]2[CH:13]=[C:14]([CH:19]=[CH:20][CH:21]=2)[C:15]([O:17][CH3:18])=[O:16])[CH2:6]1.